This data is from Peptide-MHC class I binding affinity with 185,985 pairs from IEDB/IMGT. The task is: Regression. Given a peptide amino acid sequence and an MHC pseudo amino acid sequence, predict their binding affinity value. This is MHC class I binding data. (1) The peptide sequence is VPFVSVNPI. The MHC is HLA-B27:03 with pseudo-sequence HLA-B27:03. The binding affinity (normalized) is 0.0847. (2) The peptide sequence is MSLLDAHIPQL. The MHC is HLA-B44:03 with pseudo-sequence HLA-B44:03. The binding affinity (normalized) is 0. (3) The peptide sequence is SYGCPTNPF. The MHC is HLA-B15:01 with pseudo-sequence HLA-B15:01. The binding affinity (normalized) is 0.213. (4) The peptide sequence is WILDRLFFK. The binding affinity (normalized) is 0.492. The MHC is HLA-A31:01 with pseudo-sequence HLA-A31:01.